Dataset: Full USPTO retrosynthesis dataset with 1.9M reactions from patents (1976-2016). Task: Predict the reactants needed to synthesize the given product. (1) Given the product [F:27][C:4]1[CH:3]=[C:2]([I:29])[CH:7]=[CH:6][C:5]=1[O:8][C:9]1[CH:26]=[CH:25][C:12]2[CH2:13][CH2:14][N:15]([C:18]([O:20][C:21]([CH3:24])([CH3:23])[CH3:22])=[O:19])[CH2:16][CH2:17][C:11]=2[CH:10]=1, predict the reactants needed to synthesize it. The reactants are: N[C:2]1[CH:7]=[CH:6][C:5]([O:8][C:9]2[CH:26]=[CH:25][C:12]3[CH2:13][CH2:14][N:15]([C:18]([O:20][C:21]([CH3:24])([CH3:23])[CH3:22])=[O:19])[CH2:16][CH2:17][C:11]=3[CH:10]=2)=[C:4]([F:27])[CH:3]=1.C(I)(I)[I:29].N(OC(C)(C)C)=O. (2) Given the product [CH2:1]([S:8][CH:9]([CH2:38][N:40]1[CH2:45][CH2:44][S:43](=[O:47])(=[O:46])[CH2:42][CH2:41]1)[CH2:10][NH:11][C:12]([C:14]1[NH:15][C:16]2[C:21]([CH:22]=1)=[CH:20][C:19]([O:23][CH2:24][CH2:25][O:26][CH3:27])=[CH:18][C:17]=2[NH:28][S:29]([C:32]1[CH:37]=[CH:36][CH:35]=[CH:34][N:33]=1)(=[O:30])=[O:31])=[O:13])[C:2]1[CH:7]=[CH:6][CH:5]=[CH:4][CH:3]=1, predict the reactants needed to synthesize it. The reactants are: [CH2:1]([S:8][CH:9]([CH:38]=O)[CH2:10][NH:11][C:12]([C:14]1[NH:15][C:16]2[C:21]([CH:22]=1)=[CH:20][C:19]([O:23][CH2:24][CH2:25][O:26][CH3:27])=[CH:18][C:17]=2[NH:28][S:29]([C:32]1[CH:37]=[CH:36][CH:35]=[CH:34][N:33]=1)(=[O:31])=[O:30])=[O:13])[C:2]1[CH:7]=[CH:6][CH:5]=[CH:4][CH:3]=1.[NH:40]1[CH2:45][CH2:44][S:43](=[O:47])(=[O:46])[CH2:42][CH2:41]1.O1CCCC1.C(O[BH-](OC(=O)C)OC(=O)C)(=O)C.[Na+]. (3) Given the product [Cl:1][C:2]1[CH:3]=[C:4]([O:8][CH2:10][C@H:11]2[CH2:15][CH2:14][CH2:13][N:12]2[C:16]([O:18][C:19]([CH3:20])([CH3:22])[CH3:21])=[O:17])[CH:5]=[N:6][CH:7]=1, predict the reactants needed to synthesize it. The reactants are: [Cl:1][C:2]1[CH:3]=[C:4]([OH:8])[CH:5]=[N:6][CH:7]=1.O[CH2:10][C@H:11]1[CH2:15][CH2:14][CH2:13][N:12]1[C:16]([O:18][C:19]([CH3:22])([CH3:21])[CH3:20])=[O:17].C1(P(C2C=CC=CC=2)C2C=CC=CC=2)C=CC=CC=1.N(C(OC(C)(C)C)=O)=NC(OC(C)(C)C)=O. (4) The reactants are: [C:1]([C:5]1[CH:6]=[C:7]([C:16]2[N:17]=[C:18]([C:21]3([NH:27][C:28](=O)OCC4C5C=CC=CC=5C5C4=CC=CC=5)[CH2:26][CH2:25][O:24][CH2:23][CH2:22]3)[S:19][CH:20]=2)[CH:8]=[C:9]([C:12]([CH3:15])([CH3:14])[CH3:13])[C:10]=1[OH:11])([CH3:4])([CH3:3])[CH3:2].C=O.[BH4-].[Na+].[ClH:49]. Given the product [ClH:49].[C:12]([C:9]1[CH:8]=[C:7]([C:16]2[N:17]=[C:18]([C:21]3([NH:27][CH3:28])[CH2:26][CH2:25][O:24][CH2:23][CH2:22]3)[S:19][CH:20]=2)[CH:6]=[C:5]([C:1]([CH3:4])([CH3:3])[CH3:2])[C:10]=1[OH:11])([CH3:15])([CH3:14])[CH3:13], predict the reactants needed to synthesize it. (5) Given the product [Cl:1][C:2]1[CH:24]=[C:23]([Cl:25])[C:22]([C:26]2[CH:31]=[CH:30][CH:29]=[CH:28][N:27]=2)=[CH:21][C:3]=1[C:4]([NH:6][C:7]1[N:11]([C:12]2[CH:17]=[CH:16][CH:15]=[CH:14][CH:13]=2)[N:10]=[C:9]([C:18]([NH:38][C:37]2[C:33]([CH3:32])=[N:34][NH:35][CH:36]=2)=[O:20])[CH:8]=1)=[O:5], predict the reactants needed to synthesize it. The reactants are: [Cl:1][C:2]1[CH:24]=[C:23]([Cl:25])[C:22]([C:26]2[CH:31]=[CH:30][CH:29]=[CH:28][N:27]=2)=[CH:21][C:3]=1[C:4]([NH:6][C:7]1[N:11]([C:12]2[CH:17]=[CH:16][CH:15]=[CH:14][CH:13]=2)[N:10]=[C:9]([C:18]([OH:20])=O)[CH:8]=1)=[O:5].[CH3:32][C:33]1[C:37]([NH2:38])=[CH:36][NH:35][N:34]=1.CCN(C(C)C)C(C)C.F[P-](F)(F)(F)(F)F.CN(C(N(C)C)=[N+]1C2C(=NC=CC=2)[N+]([O-])=N1)C. (6) Given the product [OH:9][CH2:8][C@@H:5]1[C@H:6]2[O:7][C:30]([CH3:32])([CH3:31])[O:1][C@H:2]2[C@H:3]([N:10]2[CH:18]=[N:17][C:16]3[C:11]2=[N:12][CH:13]=[N:14][C:15]=3[NH:19][C:20](=[O:27])[C:21]2[CH:22]=[CH:23][CH:24]=[CH:25][CH:26]=2)[O:4]1, predict the reactants needed to synthesize it. The reactants are: [OH:1][C@@H:2]1[C@H:6]([OH:7])[C@@H:5]([CH2:8][OH:9])[O:4][C@H:3]1[N:10]1[CH:18]=[N:17][C:16]2[C:11]1=[N:12][CH:13]=[N:14][C:15]=2[NH:19][C:20](=[O:27])[C:21]1[CH:26]=[CH:25][CH:24]=[CH:23][CH:22]=1.CO[C:30](OC)([CH3:32])[CH3:31].O.C1(C)C=CC(S(O)(=O)=O)=CC=1.C(=O)(O)[O-].[Na+].